From a dataset of Peptide-MHC class II binding affinity with 134,281 pairs from IEDB. Regression. Given a peptide amino acid sequence and an MHC pseudo amino acid sequence, predict their binding affinity value. This is MHC class II binding data. (1) The peptide sequence is EAMSQANSAILMQR. The MHC is DRB1_0701 with pseudo-sequence DRB1_0701. The binding affinity (normalized) is 0.380. (2) The peptide sequence is ELRLSHSRTHEPMVE. The MHC is DRB1_0101 with pseudo-sequence DRB1_0101. The binding affinity (normalized) is 0.366. (3) The MHC is HLA-DQA10401-DQB10402 with pseudo-sequence HLA-DQA10401-DQB10402. The binding affinity (normalized) is 0.621. The peptide sequence is EKKGFAATQFEPLAA. (4) The peptide sequence is KQAYAATVATAPEVK. The MHC is HLA-DPA10301-DPB10402 with pseudo-sequence HLA-DPA10301-DPB10402. The binding affinity (normalized) is 0.130.